From a dataset of Experimentally validated miRNA-target interactions with 360,000+ pairs, plus equal number of negative samples. Binary Classification. Given a miRNA mature sequence and a target amino acid sequence, predict their likelihood of interaction. The miRNA is hsa-miR-6126 with sequence GUGAAGGCCCGGCGGAGA. The protein sequence of the target gene is MKSPALQPLSMAGLQLMTPASSPMGPFFGLPWQQEAIHDNIYTPRKYQVELLEAALDHNTIVCLNTGSGKTFIAVLLTKELAHQIRGDLNPRAKRTVFLVNSANQVAQQVSAVRTHSDLKVGEYSNLEVNASWTKERWSQEFTKHQVLIMTCYVALNVLKNGYLSLSDINLLVFDECHLAILDHPYREIMKLCESCPSCPRILGLTASILNGKCDPEELEEKIQKLEKILKSNAETATDLVVLDRYASQPCEIVVDCGPFTDRSGLYERLLMELEEAINFINDCNVSVHSKERDSTLISK.... Result: 0 (no interaction).